Predict the reactants needed to synthesize the given product. From a dataset of Full USPTO retrosynthesis dataset with 1.9M reactions from patents (1976-2016). (1) Given the product [O:9]=[C:8]1[N:3]([CH2:2][C:18]#[C:19][Si:20]([CH3:23])([CH3:22])[CH3:21])[N:4]=[N:5][C:6]2=[C:12]([C:13]([NH2:15])=[O:14])[N:11]=[CH:10][N:7]12, predict the reactants needed to synthesize it. The reactants are: O[CH2:2][N:3]1[C:8](=[O:9])[N:7]2[CH:10]=[N:11][C:12]([C:13]([NH2:15])=[O:14])=[C:6]2[N:5]=[N:4]1.BrC[C:18]#[C:19][Si:20]([CH3:23])([CH3:22])[CH3:21].C1CCN2C(=NCCC2)CC1.Cl. (2) Given the product [F:28][C:29]1[CH:34]=[CH:33][C:32]([N:8]2[C:9]3[C:5](=[CH:4][C:3]([OH:11])=[C:2]([CH3:1])[CH:10]=3)[CH:6]=[N:7]2)=[CH:31][CH:30]=1, predict the reactants needed to synthesize it. The reactants are: [CH3:1][C:2]1[CH:10]=[C:9]2[C:5]([CH:6]=[N:7][NH:8]2)=[CH:4][C:3]=1[OH:11].[C@@H]1(N)CCCC[C@H]1N.[O-]P([O-])([O-])=O.[K+].[K+].[K+].[F:28][C:29]1[CH:34]=[CH:33][C:32](I)=[CH:31][CH:30]=1. (3) Given the product [F:1][C:2]1[CH:7]=[CH:6][C:5]([NH:8][C:9](=[O:14])[C:10]([CH3:11])([CH3:12])[CH3:13])=[C:4]([CH2:22][CH:23]([OH:25])[CH3:24])[C:3]=1[O:15][CH3:16], predict the reactants needed to synthesize it. The reactants are: [F:1][C:2]1[CH:7]=[CH:6][C:5]([NH:8][C:9](=[O:14])[C:10]([CH3:13])([CH3:12])[CH3:11])=[CH:4][C:3]=1[O:15][CH3:16].[Li]CCCC.[CH2:22]1[O:25][CH:23]1[CH3:24].